From a dataset of Catalyst prediction with 721,799 reactions and 888 catalyst types from USPTO. Predict which catalyst facilitates the given reaction. (1) Reactant: [N+:1]([C:4]1[CH:11]=[CH:10][CH:9]=[CH:8][C:5]=1[CH:6]=O)([O-:3])=[O:2].[S:12]1[CH2:16][C:15](=[O:17])[NH:14][C:13]1=[O:18].C([O-])(=O)C.[Na+].O. Product: [N+:1]([C:4]1[CH:11]=[CH:10][CH:9]=[CH:8][C:5]=1[CH:6]=[C:16]1[S:12][C:13](=[O:18])[NH:14][C:15]1=[O:17])([O-:3])=[O:2]. The catalyst class is: 15. (2) The catalyst class is: 536. Product: [CH3:1][O:2][C:3](=[O:24])[CH2:4][CH2:5][CH2:6][CH2:7][CH2:8][CH2:9][CH2:10][CH:11]([O:23][C:31](=[O:35])[CH2:32][CH2:33][CH3:34])[CH:12]([O:22][C:14](=[O:21])[CH2:13][CH2:12][CH3:11])[CH2:13][CH:14]([O:21][C:3](=[O:2])[CH2:4][CH2:5][CH3:6])[CH2:15][CH2:16][CH2:17][CH2:18][CH2:19][CH3:20]. Reactant: [CH3:1][O:2][C:3](=[O:24])[CH2:4][CH2:5][CH2:6][CH2:7][CH2:8][CH2:9][CH2:10][CH:11]([OH:23])[CH:12]([OH:22])[CH2:13][CH:14]([OH:21])[CH2:15][CH2:16][CH2:17][CH2:18][CH2:19][CH3:20].[C:31](O[C:31](=[O:35])[CH2:32][CH2:33][CH3:34])(=[O:35])[CH2:32][CH2:33][CH3:34]. (3) Reactant: [NH2:1][C:2]1[CH:3]=[C:4]2[C:8](=[CH:9][C:10]=1[N+:11]([O-])=O)[C:7](=[O:14])[N:6]([CH:15]([CH3:17])[CH3:16])[C:5]2=[O:18].CC(O)=O.[Cl:23][C:24]1[C:29]([CH:30]=O)=[C:28]([O:32][CH3:33])[N:27]=[CH:26][CH:25]=1. The catalyst class is: 5. Product: [Cl:23][C:24]1[CH:25]=[CH:26][N:27]=[C:28]([O:32][CH3:33])[C:29]=1[C:30]1[NH:11][C:10]2=[CH:9][C:8]3[C:7](=[O:14])[N:6]([CH:15]([CH3:17])[CH3:16])[C:5](=[O:18])[C:4]=3[CH:3]=[C:2]2[N:1]=1. (4) Reactant: Br[CH2:2][C:3]1[CH:4]=[C:5]([CH:10]=[C:11]([I:13])[CH:12]=1)[C:6]([O:8][CH3:9])=[O:7].C(=O)([O-])[O-].[K+].[K+].[NH:20]1[CH:24]=[CH:23][N:22]=[CH:21]1. Product: [N:20]1([CH2:2][C:3]2[CH:4]=[C:5]([CH:10]=[C:11]([I:13])[CH:12]=2)[C:6]([O:8][CH3:9])=[O:7])[CH:24]=[CH:23][N:22]=[CH:21]1. The catalyst class is: 35. (5) Reactant: CC[C@H]1[C@H]2[CH2:38][C@H:37]([C@H:36](OC3C4C(=CC=CC=4)C(O[C@H:36]([C:47]4[CH:56]=CN=[C:53]5[C:48]=4[CH:49]=[C:50](OC)[CH:51]=[CH:52]5)[C@@H:37]4N5C[C@H](CC)[C@@H](CC5)[CH2:38]4)=NN=3)[C:47]3[CH:56]=CN=[C:53]4[C:48]=3[CH:49]=[C:50](OC)[CH:51]=[CH:52]4)N(CC2)C1.CS(N)(=O)=O.[CH2:64]([O:66][C:67]([N:69]1[CH2:74]C=C(C2C=C(C3C=CC=CC=3)C=CC=2)C[CH2:70]1)=[O:68])[CH3:65].[O-:87]S([O-])=O.[Na+].[Na+].[CH3:93][C:94]([OH:97])([CH3:96])[CH3:95]. Product: [CH2:64]([O:66][C:67]([N:69]1[CH2:74][CH2:95][C@@:94]([C:96]2[CH:56]=[C:47]([C:48]3[CH:49]=[CH:50][CH:51]=[CH:52][CH:53]=3)[CH:36]=[CH:37][CH:38]=2)([OH:97])[C@@H:93]([OH:87])[CH2:70]1)=[O:68])[CH3:65]. The catalyst class is: 232. (6) Reactant: [Br:1][C:2]1[CH:9]=[CH:8][C:5]([CH:6]=O)=[C:4]([CH3:10])[CH:3]=1.[N:11]1([C:17]([O:19][C:20]([CH3:23])([CH3:22])[CH3:21])=[O:18])[CH2:16][CH2:15][NH:14][CH2:13][CH2:12]1.C(N(CC)CC)C.C(O[BH-](OC(=O)C)OC(=O)C)(=O)C.[Na+]. Product: [Br:1][C:2]1[CH:9]=[CH:8][C:5]([CH2:6][N:14]2[CH2:13][CH2:12][N:11]([C:17]([O:19][C:20]([CH3:23])([CH3:22])[CH3:21])=[O:18])[CH2:16][CH2:15]2)=[C:4]([CH3:10])[CH:3]=1. The catalyst class is: 68. (7) Reactant: [NH:1]1[CH2:6][CH2:5][CH:4]([CH2:7][NH:8][C:9]([C:11]2[CH:12]=[N:13][NH:14][CH:15]=2)=[O:10])[CH2:3][CH2:2]1.[C:16]1([C@@H:22]2[CH2:24][C@H:23]2[CH:25]=O)[CH:21]=[CH:20][CH:19]=[CH:18][CH:17]=1.C(O[BH-](OC(=O)C)OC(=O)C)(=O)C.[Na+]. Product: [C:16]1([C@@H:22]2[CH2:24][C@H:23]2[CH2:25][N:1]2[CH2:6][CH2:5][CH:4]([CH2:7][NH:8][C:9]([C:11]3[CH:15]=[N:14][NH:13][CH:12]=3)=[O:10])[CH2:3][CH2:2]2)[CH:21]=[CH:20][CH:19]=[CH:18][CH:17]=1. The catalyst class is: 5.